From a dataset of Forward reaction prediction with 1.9M reactions from USPTO patents (1976-2016). Predict the product of the given reaction. (1) Given the reactants [Cl:1][C:2]1[CH:11]=[C:10]2[C:5]([C:6]([OH:12])=[CH:7][CH:8]=[N:9]2)=[CH:4][CH:3]=1.[Br:13][CH2:14][CH2:15][CH2:16][CH2:17][CH2:18]Br.Cl.C(OCC)C.C([O-])([O-])=O.[K+].[K+], predict the reaction product. The product is: [Br:13][CH2:14][CH2:15][CH2:16][CH2:17][CH2:18][O:12][C:6]1[C:5]2[C:10](=[CH:11][C:2]([Cl:1])=[CH:3][CH:4]=2)[N:9]=[CH:8][CH:7]=1. (2) Given the reactants [Cl:1][C:2]1[CH:11]=[C:10]2[C:5]([C:6]([N:12]3[CH2:17][CH2:16][NH:15][CH2:14][CH2:13]3)=[CH:7][CH:8]=[N:9]2)=[CH:4][CH:3]=1.[CH2:18]([O:25][C:26]1[CH:31]=[CH:30][C:29]([N:32]=[C:33]=[O:34])=[CH:28][CH:27]=1)[C:19]1[CH:24]=[CH:23][CH:22]=[CH:21][CH:20]=1.CCCCCC.CCOC(C)=O, predict the reaction product. The product is: [CH2:18]([O:25][C:26]1[CH:31]=[CH:30][C:29]([NH:32][C:33]([N:15]2[CH2:16][CH2:17][N:12]([C:6]3[C:5]4[C:10](=[CH:11][C:2]([Cl:1])=[CH:3][CH:4]=4)[N:9]=[CH:8][CH:7]=3)[CH2:13][CH2:14]2)=[O:34])=[CH:28][CH:27]=1)[C:19]1[CH:20]=[CH:21][CH:22]=[CH:23][CH:24]=1. (3) The product is: [CH2:38]([O:40][C:41]1[C:50]([O:51][CH3:52])=[CH:49][C:48]2[C:47]([C:53]3[CH:54]=[CH:55][C:56]([C:57]([N:29]4[CH2:28][CH2:27][CH:26]([N:9]5[C:10](=[O:25])[C:11]6[S:15][C:14]([C:16]7[CH:21]=[CH:20][C:19]([F:22])=[CH:18][C:17]=7[O:23][CH3:24])=[CH:13][C:12]=6[N:7]([CH2:6][C:5]6[CH:33]=[CH:34][C:35]([O:36][CH3:37])=[C:3]([F:2])[CH:4]=6)[C:8]5=[O:32])[CH2:31][CH2:30]4)=[O:58])=[CH:60][CH:61]=3)=[N:46][C@@H:45]3[CH2:62][CH2:63][S:64][CH2:65][C@@H:44]3[C:43]=2[CH:42]=1)[CH3:39]. Given the reactants Cl.[F:2][C:3]1[CH:4]=[C:5]([CH:33]=[CH:34][C:35]=1[O:36][CH3:37])[CH2:6][N:7]1[C:12]2[CH:13]=[C:14]([C:16]3[CH:21]=[CH:20][C:19]([F:22])=[CH:18][C:17]=3[O:23][CH3:24])[S:15][C:11]=2[C:10](=[O:25])[N:9]([CH:26]2[CH2:31][CH2:30][NH:29][CH2:28][CH2:27]2)[C:8]1=[O:32].[CH2:38]([O:40][C:41]1[C:50]([O:51][CH3:52])=[CH:49][C:48]2[C:47]([C:53]3[CH:61]=[CH:60][C:56]([C:57](O)=[O:58])=[CH:55][CH:54]=3)=[N:46][C@@H:45]3[CH2:62][CH2:63][S:64][CH2:65][C@@H:44]3[C:43]=2[CH:42]=1)[CH3:39].CN(C(ON1N=NC2C=CC=NC1=2)=[N+](C)C)C.F[P-](F)(F)(F)(F)F.CCN(C(C)C)C(C)C, predict the reaction product.